From a dataset of Experimentally validated miRNA-target interactions with 360,000+ pairs, plus equal number of negative samples. Binary Classification. Given a miRNA mature sequence and a target amino acid sequence, predict their likelihood of interaction. The miRNA is mmu-miR-488-5p with sequence CCCAGAUAAUAGCACUCUCAA. The protein sequence of the target gene is MDVGELLSYQPNRGTKRPRDDEEEEQKMRRKQTGTRERGRYREEEMTVVEEADDDKKRLLQIIDRDGEEEEEEEEPLDESSVKKMILTFEKRSYKNQELRIKFPDNPEKFMESELDLNDIIQEMHVVATMPDLYHLLVELNAVQSLLGLLGHDNTDVSIAVVDLLQELTDIDTLHESEEGAEVLIDALVDGQVVALLVQNLERLDESVKEEADGVHNTLAIVENMAEFRPEMCTEGAQQGLLQWLLKRLKAKMPFDANKLYCSEVLAILLQDNDENRELLGELDGIDVLLQQLSVFKRHN.... Result: 0 (no interaction).